Task: Predict the reactants needed to synthesize the given product.. Dataset: Full USPTO retrosynthesis dataset with 1.9M reactions from patents (1976-2016) (1) The reactants are: [CH:1]1([CH2:4][O:5][C:6]2[CH:29]=[CH:28][C:9]3[C:10]([CH2:13][CH2:14][CH:15]4[CH2:20][CH2:19][N:18](C(OC(C)(C)C)=O)[CH2:17][CH2:16]4)=[N:11][O:12][C:8]=3[C:7]=2[CH2:30][OH:31])[CH2:3][CH2:2]1.Cl.C(=O)([O-])[O-].[Na+].[Na+].O. Given the product [CH:1]1([CH2:4][O:5][C:6]2[CH:29]=[CH:28][C:9]3[C:10]([CH2:13][CH2:14][CH:15]4[CH2:20][CH2:19][NH:18][CH2:17][CH2:16]4)=[N:11][O:12][C:8]=3[C:7]=2[CH2:30][OH:31])[CH2:3][CH2:2]1, predict the reactants needed to synthesize it. (2) Given the product [CH3:24][O:23][C:21](/[C:16](=[CH:15]/[C:9]1[CH:10]=[CH:11][C:12]([O:13][CH3:14])=[C:7]([O:6][CH:1]2[CH2:2][CH2:3][CH2:4][CH2:5]2)[CH:8]=1)/[CH2:17][C:18]([O:20][CH3:25])=[O:19])=[O:22], predict the reactants needed to synthesize it. The reactants are: [CH:1]1([O:6][C:7]2[CH:8]=[C:9](/[CH:15]=[C:16](/[C:21]([O:23][CH3:24])=[O:22])\[CH2:17][C:18]([OH:20])=[O:19])[CH:10]=[CH:11][C:12]=2[O:13][CH3:14])[CH2:5][CH2:4][CH2:3][CH2:2]1.[C:25](Cl)(=O)C(Cl)=O. (3) Given the product [Cl:1][C:2]1[CH:7]=[C:6]([C:8]2[O:12][N:11]=[C:10]([C:13]3[N:14]=[C:15]4[C:20]([Cl:21])=[CH:19][C:18]([C:22]([F:24])([F:23])[F:25])=[CH:17][N:16]4[CH:26]=3)[N:9]=2)[C:5]([Cl:27])=[CH:4][C:3]=1[CH2:28][CH2:29][C:30]([OH:32])=[O:31], predict the reactants needed to synthesize it. The reactants are: [Cl:1][C:2]1[CH:7]=[C:6]([C:8]2[O:12][N:11]=[C:10]([C:13]3[N:14]=[C:15]4[C:20]([Cl:21])=[CH:19][C:18]([C:22]([F:25])([F:24])[F:23])=[CH:17][N:16]4[CH:26]=3)[N:9]=2)[C:5]([Cl:27])=[CH:4][C:3]=1[CH2:28][CH2:29][C:30]([O:32]C)=[O:31].O.[OH-].[Li+]. (4) Given the product [CH2:1]([C@:3]12[CH2:27][CH2:26][C@@:25]([C:61]([F:64])([F:63])[F:62])([OH:28])[CH2:24][C@H:4]1[CH2:5][CH2:6][CH2:7][C:8]1[CH:9]=[C:10]3[C:14](=[CH:15][C:16]=12)[CH:13]=[N:12][N:11]3[C:17]1[CH:18]=[CH:19][C:20]([F:23])=[CH:21][CH:22]=1)[CH3:2].[CH2:29]([C@@:31]12[CH2:55][CH2:54][C@:53]([C:61]([F:64])([F:63])[F:62])([OH:56])[CH2:52][C@@H:32]1[CH2:33][CH2:34][CH2:35][C:36]1[CH:37]=[C:38]3[C:42](=[CH:43][C:44]=12)[CH:41]=[N:40][N:39]3[C:45]1[CH:46]=[CH:47][C:48]([F:51])=[CH:49][CH:50]=1)[CH3:30], predict the reactants needed to synthesize it. The reactants are: [CH2:1]([C@:3]12[CH2:27][CH2:26][C:25](=[O:28])[CH2:24][C@@H:4]1[CH2:5][CH2:6][CH2:7][C:8]1[CH:9]=[C:10]3[C:14](=[CH:15][C:16]=12)[CH:13]=[N:12][N:11]3[C:17]1[CH:22]=[CH:21][C:20]([F:23])=[CH:19][CH:18]=1)[CH3:2].[CH2:29]([C@@:31]12[CH2:55][CH2:54][C:53](=[O:56])[CH2:52][C@H:32]1[CH2:33][CH2:34][CH2:35][C:36]1[CH:37]=[C:38]3[C:42](=[CH:43][C:44]=12)[CH:41]=[N:40][N:39]3[C:45]1[CH:50]=[CH:49][C:48]([F:51])=[CH:47][CH:46]=1)[CH3:30].[F-].[Cs+].C[Si](C)(C)[C:61]([F:64])([F:63])[F:62].CCCC[N+](CCCC)(CCCC)CCCC.[F-]. (5) Given the product [ClH:1].[NH2:41][CH2:40][C@H:37]1[CH2:36][CH2:35][C@H:34]([C:32]([NH:31][C@H:16]([C:17](=[O:30])[NH:18][C:19]2[CH:20]=[CH:21][C:22]([C:25]3[N:26]=[N:27][NH:28][N:29]=3)=[CH:23][CH:24]=2)[CH2:15][C:12]2[CH:11]=[CH:10][C:9]([C:6]3[CH:7]=[CH:8][C:3]([CH3:2])=[C:4]([NH:49][C:50]([CH:52]4[CH2:53][CH2:54][O:55][CH2:56][CH2:57]4)=[O:51])[CH:5]=3)=[CH:14][CH:13]=2)=[O:33])[CH2:39][CH2:38]1, predict the reactants needed to synthesize it. The reactants are: [ClH:1].[CH3:2][C:3]1[CH:8]=[CH:7][C:6]([C:9]2[CH:14]=[CH:13][C:12]([CH2:15][C@H:16]([NH:31][C:32]([C@H:34]3[CH2:39][CH2:38][C@H:37]([CH2:40][NH:41]C(=O)OC(C)(C)C)[CH2:36][CH2:35]3)=[O:33])[C:17](=[O:30])[NH:18][C:19]3[CH:24]=[CH:23][C:22]([C:25]4[N:26]=[N:27][NH:28][N:29]=4)=[CH:21][CH:20]=3)=[CH:11][CH:10]=2)=[CH:5][C:4]=1[NH:49][C:50]([CH:52]1[CH2:57][CH2:56][O:55][CH2:54][CH2:53]1)=[O:51]. (6) The reactants are: N1[C:5]2[CH:6]=[CH:7][CH:8]=[CH:9][C:4]=2[N:3]=[C:2]1[C:10]1[CH:11]=[C:12](NC(=O)C2C=CC(Cl)=NC=2)[CH:13]=[CH:14][C:15]=1[Cl:16].C[N:28]1[CH2:33][CH2:32][NH:31][CH2:30][CH2:29]1.F[C:35](F)(F)[C:36](O)=O.[CH3:41][N:42]1[C@H:47]([CH3:48])[CH2:46][NH:45][CH2:44][C@@H:43]1[CH3:49].FC(F)(F)C(O)=[O:53].C(N1[C@H](C)CNC[C@@H:60]1[CH3:66])C. Given the product [NH:28]1[C:33]2[CH:60]=[CH:66][CH:35]=[CH:36][C:32]=2[N:31]=[C:30]1[C:29]1[CH:9]=[C:4]([NH:3][C:2](=[O:53])[C:10]2[CH:11]=[CH:12][C:13]([N:45]3[CH2:46][C@@H:47]([CH3:48])[N:42]([CH3:41])[C@@H:43]([CH3:49])[CH2:44]3)=[CH:14][C:15]=2[Cl:16])[CH:5]=[CH:6][C:7]=1[CH3:8], predict the reactants needed to synthesize it.